From a dataset of Forward reaction prediction with 1.9M reactions from USPTO patents (1976-2016). Predict the product of the given reaction. (1) The product is: [ClH:4].[NH2:5][C@@H:6]([CH2:7][OH:8])[C:9]([O:11][CH3:1])=[O:10]. Given the reactants [C:1]([Cl:4])(=O)C.[NH2:5][C@H:6]([C:9]([OH:11])=[O:10])[CH2:7][OH:8], predict the reaction product. (2) Given the reactants [CH3:1][O:2][C:3]1[CH:4]=[CH:5][C:6]2[N:11]=[CH:10][C:9](=[O:12])[NH:8][C:7]=2[N:13]=1.[H-].[Na+].Br[CH2:17][CH2:18][C@H:19]1[CH2:21][O:20]1, predict the reaction product. The product is: [CH3:1][O:2][C:3]1[CH:4]=[CH:5][C:6]2[N:11]=[CH:10][C:9](=[O:12])[N:8]([CH2:17][CH2:18][C@H:19]3[CH2:21][O:20]3)[C:7]=2[N:13]=1. (3) Given the reactants Br[C:2]1[CH:3]=[C:4]2[C:10]([CH2:11][C:12]3[CH:13]=[CH:14][C:15]([NH:19][CH2:20][C:21]4[C:22]([O:28][CH3:29])=[N:23][CH:24]=[C:25]([F:27])[CH:26]=4)=[N:16][C:17]=3[F:18])=[CH:9][NH:8][C:5]2=[N:6][CH:7]=1.N1CCC[C@H]1C(O)=O.[CH3:38][S:39]([O-:41])=[O:40].[Na+].[OH-].[Na+], predict the reaction product. The product is: [F:18][C:17]1[N:16]=[C:15]([NH:19][CH2:20][C:21]2[C:22]([O:28][CH3:29])=[N:23][CH:24]=[C:25]([F:27])[CH:26]=2)[CH:14]=[CH:13][C:12]=1[CH2:11][C:10]1[C:4]2[C:5](=[N:6][CH:7]=[C:2]([S:39]([CH3:38])(=[O:41])=[O:40])[CH:3]=2)[NH:8][CH:9]=1. (4) The product is: [CH3:33][O:32][C:30](=[O:31])[CH2:29][N:5]1[C@H:6]2[CH2:20][N:19]([C:21]([O:23][C:24]([CH3:27])([CH3:26])[CH3:25])=[O:22])[CH2:18][C@@H:7]2[C:8]2[CH:9]=[CH:10][CH:11]=[C:12]([C:14]([F:16])([F:17])[F:15])[C:13]=2[C:4]1=[O:3]. Given the reactants [H-].[Na+].[O:3]=[C:4]1[C:13]2[C:12]([C:14]([F:17])([F:16])[F:15])=[CH:11][CH:10]=[CH:9][C:8]=2[C@H:7]2[CH2:18][N:19]([C:21]([O:23][C:24]([CH3:27])([CH3:26])[CH3:25])=[O:22])[CH2:20][C@@H:6]2[NH:5]1.Br[CH2:29][C:30]([O:32][CH3:33])=[O:31], predict the reaction product.